Dataset: Catalyst prediction with 721,799 reactions and 888 catalyst types from USPTO. Task: Predict which catalyst facilitates the given reaction. (1) Reactant: [O:1]1CCO[CH:2]1[C:6]1[N:11]=[C:10]([C:12]2([OH:16])[CH2:15][O:14][CH2:13]2)[CH:9]=[CH:8][CH:7]=1.C1(C)C=CC(S(O)(=O)=O)=CC=1. Product: [OH:16][C:12]1([C:10]2[N:11]=[C:6]([CH:2]=[O:1])[CH:7]=[CH:8][CH:9]=2)[CH2:15][O:14][CH2:13]1. The catalyst class is: 21. (2) Reactant: [CH:1]1[C:10]2[C:5](=[CH:6][CH:7]=[CH:8][CH:9]=2)[CH:4]=[C:3]([NH:11][C:12](=[O:27])[C:13]2[CH:18]=[CH:17][CH:16]=[CH:15][C:14]=2[NH:19][CH2:20][C:21]2[CH:26]=[CH:25][N:24]=[CH:23][CH:22]=2)[N:2]=1.ClC1C=CC=C(C(OO)=[O:36])C=1. Product: [CH:1]1[C:10]2[C:5](=[CH:6][CH:7]=[CH:8][CH:9]=2)[CH:4]=[C:3]([NH+:11]([O-:36])[C:12](=[O:27])[C:13]2[CH:18]=[CH:17][CH:16]=[CH:15][C:14]=2[NH:19][CH2:20][C:21]2[CH:22]=[CH:23][N:24]=[CH:25][CH:26]=2)[N:2]=1. The catalyst class is: 4.